This data is from Full USPTO retrosynthesis dataset with 1.9M reactions from patents (1976-2016). The task is: Predict the reactants needed to synthesize the given product. (1) Given the product [N+:12]([C:15]1[CH:16]=[C:17]2[C:18](=[CH:19][CH:20]=1)[N:21]=[CH:3][CH:2]=[N:22]2)([O-:14])=[O:13], predict the reactants needed to synthesize it. The reactants are: N1C2C(=CC(N)=CC=2)N=[CH:3][CH:2]=1.[N+:12]([C:15]1[CH:20]=[CH:19][C:18]([NH2:21])=[C:17]([NH2:22])[CH:16]=1)([O-:14])=[O:13].C(C=O)=O. (2) Given the product [CH2:12]([O:19][C:20]1[CH:25]=[CH:24][C:23]([Br:26])=[CH:22][C:21]=1[CH:27]([CH:2]([C:1]([O:8][CH3:9])=[O:7])[C:3]([O:5][CH3:6])=[O:4])[CH3:28])[C:13]1[CH:14]=[CH:15][CH:16]=[CH:17][CH:18]=1, predict the reactants needed to synthesize it. The reactants are: [C:1]([O:8][CH3:9])(=[O:7])[CH2:2][C:3]([O:5][CH3:6])=[O:4].[H-].[Na+].[CH2:12]([O:19][C:20]1[CH:25]=[CH:24][C:23]([Br:26])=[CH:22][C:21]=1[CH:27](I)[CH3:28])[C:13]1[CH:18]=[CH:17][CH:16]=[CH:15][CH:14]=1. (3) Given the product [ClH:5].[ClH:42].[O:6]1[C:10]2[CH:11]=[CH:12][CH:13]=[CH:14][C:9]=2[CH:8]=[C:7]1[C:15]1[N:24]=[C:23]([NH:25][CH2:26][CH2:27][CH2:28][N:32]2[CH2:33][CH2:34][CH2:31][CH2:30]2)[C:22]2[C:17](=[CH:18][CH:19]=[CH:20][CH:21]=2)[N:16]=1, predict the reactants needed to synthesize it. The reactants are: S([Cl:5])(C)(=O)=O.[O:6]1[C:10]2[CH:11]=[CH:12][CH:13]=[CH:14][C:9]=2[CH:8]=[C:7]1[C:15]1[N:24]=[C:23]([NH:25][CH2:26][CH2:27][CH2:28]O)[C:22]2[C:17](=[CH:18][CH:19]=[CH:20][CH:21]=2)[N:16]=1.[CH2:30]([N:32](CC)[CH2:33][CH3:34])[CH3:31].N1CCCC1.[ClH:42]. (4) Given the product [C:9]1([C@@H:15]([NH:17][C@H:18]2[CH2:23][CH2:22][CH2:21][CH2:20][C@H:19]2[C:24]([O:26][CH2:27][CH3:28])=[O:25])[CH3:16])[CH:10]=[CH:11][CH:12]=[CH:13][CH:14]=1, predict the reactants needed to synthesize it. The reactants are: C(O)(=O)C(C)C.[BH4-].[Na+].[C:9]1([C@@H:15]([NH:17][C:18]2[CH2:23][CH2:22][CH2:21][CH2:20][C:19]=2[C:24]([O:26][CH2:27][CH3:28])=[O:25])[CH3:16])[CH:14]=[CH:13][CH:12]=[CH:11][CH:10]=1. (5) Given the product [Cl:1][C:2]1[CH:3]=[C:4]([NH:9][C:10]([N:12]2[CH2:17][CH2:16][N:15]([CH2:18][CH2:19][C:20]([N:25]3[CH2:30][CH2:29][O:28][CH2:27][CH2:26]3)=[O:22])[C:14](=[O:23])[C@@H:13]2[CH3:24])=[O:11])[CH:5]=[CH:6][C:7]=1[Cl:8], predict the reactants needed to synthesize it. The reactants are: [Cl:1][C:2]1[CH:3]=[C:4]([NH:9][C:10]([N:12]2[CH2:17][CH2:16][N:15]([CH2:18][CH2:19][C:20]([OH:22])=O)[C:14](=[O:23])[C@@H:13]2[CH3:24])=[O:11])[CH:5]=[CH:6][C:7]=1[Cl:8].[NH:25]1[CH2:30][CH2:29][O:28][CH2:27][CH2:26]1. (6) Given the product [O:3]1[C:7]2[CH:8]=[CH:9][CH:10]=[C:11]([CH:12]3[CH2:17][CH2:16][N:15]([CH2:18][CH2:19][C@H:20]4[CH2:21][CH2:22][C@H:23]([NH:26][C:30](=[O:31])[CH2:29][C:28]([F:34])([F:33])[F:27])[CH2:24][CH2:25]4)[CH2:14][CH2:13]3)[C:6]=2[CH2:5][CH2:4]1, predict the reactants needed to synthesize it. The reactants are: Cl.Cl.[O:3]1[C:7]2[CH:8]=[CH:9][CH:10]=[C:11]([CH:12]3[CH2:17][CH2:16][N:15]([CH2:18][CH2:19][C@H:20]4[CH2:25][CH2:24][C@H:23]([NH2:26])[CH2:22][CH2:21]4)[CH2:14][CH2:13]3)[C:6]=2[CH2:5][CH2:4]1.[F:27][C:28]([F:34])([F:33])[CH2:29][C:30](O)=[O:31]. (7) Given the product [Br:7][C:5]1[N:6]=[C:2]([N:19]2[CH2:20][CH2:21][N:16]([C:9]([O:11][C:12]([CH3:13])([CH3:14])[CH3:15])=[O:10])[C@@H:17]([CH2:22][CH:23]([CH3:25])[CH3:24])[CH2:18]2)[S:3][C:4]=1[CH3:8], predict the reactants needed to synthesize it. The reactants are: Br[C:2]1[S:3][C:4]([CH3:8])=[C:5]([Br:7])[N:6]=1.[C:9]([N:16]1[CH2:21][CH2:20][NH:19][CH2:18][C@@H:17]1[CH2:22][CH:23]([CH3:25])[CH3:24])([O:11][C:12]([CH3:15])([CH3:14])[CH3:13])=[O:10].C(=O)([O-])[O-].[K+].[K+]. (8) Given the product [Cl:20][C:21]1[N:22]=[CH:23][C:24]([C:15]2[CH:16]=[CH:17][C:12]([O:11][CH2:10][C:6]3[CH:5]=[C:4]([CH:9]=[CH:8][CH:7]=3)[C:3]([OH:2])=[O:19])=[CH:13][CH:14]=2)=[CH:25][CH:26]=1, predict the reactants needed to synthesize it. The reactants are: C[O:2][C:3](=[O:19])[C:4]1[CH:9]=[CH:8][CH:7]=[C:6]([CH2:10][O:11][C:12]2[CH:17]=[CH:16][C:15](I)=[CH:14][CH:13]=2)[CH:5]=1.[Cl:20][C:21]1[CH:26]=[CH:25][C:24](B(O)O)=[CH:23][N:22]=1.